This data is from NCI-60 drug combinations with 297,098 pairs across 59 cell lines. The task is: Regression. Given two drug SMILES strings and cell line genomic features, predict the synergy score measuring deviation from expected non-interaction effect. Drug 1: C1=NC(=NC(=O)N1C2C(C(C(O2)CO)O)O)N. Drug 2: CC1C(C(CC(O1)OC2CC(OC(C2O)C)OC3=CC4=CC5=C(C(=O)C(C(C5)C(C(=O)C(C(C)O)O)OC)OC6CC(C(C(O6)C)O)OC7CC(C(C(O7)C)O)OC8CC(C(C(O8)C)O)(C)O)C(=C4C(=C3C)O)O)O)O. Cell line: 786-0. Synergy scores: CSS=43.8, Synergy_ZIP=-4.28, Synergy_Bliss=1.85, Synergy_Loewe=-12.1, Synergy_HSA=2.21.